From a dataset of Full USPTO retrosynthesis dataset with 1.9M reactions from patents (1976-2016). Predict the reactants needed to synthesize the given product. (1) The reactants are: C([Si](C)(C)[O:6][C@H:7]1[CH2:11][CH2:10][N:9]([CH2:12][C@@H:13]([N:22]([CH3:36])[C:23](=[O:35])[CH2:24][C:25]2[CH:26]=[CH:27][C:28]3[S:32][C:31](=[O:33])[NH:30][C:29]=3[CH:34]=2)[C:14]2[CH:19]=[CH:18][CH:17]=[C:16]([C:20]#N)[CH:15]=2)[CH2:8]1)(C)(C)C.[OH2:39].[OH-:40].[K+].Cl. Given the product [OH:6][C@H:7]1[CH2:11][CH2:10][N:9]([CH2:12][C@H:13]([C:14]2[CH:15]=[C:16]([CH:17]=[CH:18][CH:19]=2)[C:20]([OH:40])=[O:39])[N:22]([CH3:36])[C:23](=[O:35])[CH2:24][C:25]2[CH:26]=[CH:27][C:28]3[S:32][C:31](=[O:33])[NH:30][C:29]=3[CH:34]=2)[CH2:8]1, predict the reactants needed to synthesize it. (2) Given the product [OH:1][C:2]1[CH:10]=[CH:9][C:8]([OH:11])=[CH:7][C:3]=1[C:4]([O:6][CH2:27][CH2:26][CH2:25][CH2:24][CH2:23][CH2:22][CH2:21][CH2:20][O:19][C:17]([CH:13]1[CH2:14][CH2:15][CH2:16][O:12]1)=[O:18])=[O:5], predict the reactants needed to synthesize it. The reactants are: [OH:1][C:2]1[CH:10]=[CH:9][C:8]([OH:11])=[CH:7][C:3]=1[C:4]([OH:6])=[O:5].[O:12]1[CH2:16][CH2:15][CH2:14][CH:13]1[C:17]([O:19][CH2:20][CH2:21][CH2:22][CH2:23][CH2:24][CH2:25][CH2:26][CH2:27]Cl)=[O:18].[I-].[K+].C(#N)C.